Dataset: Forward reaction prediction with 1.9M reactions from USPTO patents (1976-2016). Task: Predict the product of the given reaction. (1) Given the reactants [N:1]([O-:3])=O.[Na+].[F:5][C:6]1[CH:11]=[CH:10][C:9]([I:12])=[CH:8][C:7]=1[C:13](=[O:20])[CH2:14][C:15]([O:17][CH2:18][CH3:19])=[O:16].[Cl-].[Na+], predict the reaction product. The product is: [F:5][C:6]1[CH:11]=[CH:10][C:9]([I:12])=[CH:8][C:7]=1[C:13](=[O:20])[C:14](=[N:1][OH:3])[C:15]([O:17][CH2:18][CH3:19])=[O:16]. (2) Given the reactants [Cl:1][C:2]1[CH:3]=[C:4]([C:12]2[O:16][N:15]=[C:14]([C:17]3[CH:18]=[CH:19][CH:20]=[C:21]4[C:25]=3[NH:24][CH:23]=[C:22]4[CH2:26][N:27]3[CH2:32][CH2:31][CH:30]([C:33]([O:35]CC)=[O:34])[CH2:29][CH2:28]3)[N:13]=2)[CH:5]=[CH:6][C:7]=1[O:8][CH:9]([CH3:11])[CH3:10].[OH-].[Na+], predict the reaction product. The product is: [Cl:1][C:2]1[CH:3]=[C:4]([C:12]2[O:16][N:15]=[C:14]([C:17]3[CH:18]=[CH:19][CH:20]=[C:21]4[C:25]=3[NH:24][CH:23]=[C:22]4[CH2:26][N:27]3[CH2:32][CH2:31][CH:30]([C:33]([OH:35])=[O:34])[CH2:29][CH2:28]3)[N:13]=2)[CH:5]=[CH:6][C:7]=1[O:8][CH:9]([CH3:10])[CH3:11]. (3) Given the reactants Br[C:2]1[CH:7]=[CH:6][CH:5]=[C:4]([O:8][CH3:9])[N:3]=1.C([Li])CCC.Br[CH2:16][CH2:17][CH2:18][O:19][Si](C(C)(C)C)(C)C.[F-].C([N+](CCCC)(CCCC)CCCC)CCC.[CH3:45][S:46](Cl)(=[O:48])=[O:47], predict the reaction product. The product is: [CH3:45][S:46]([O:19][CH2:18][CH2:17][CH2:16][C:2]1[CH:7]=[CH:6][CH:5]=[C:4]([O:8][CH3:9])[N:3]=1)(=[O:48])=[O:47]. (4) Given the reactants [OH:1][NH:2][C:3](=[NH:5])[CH3:4].[H-].[Na+].C(O[C:11](=O)[CH2:12][S:13][C:14]1[CH:19]=[CH:18][CH:17]=[CH:16][CH:15]=1)C, predict the reaction product. The product is: [CH3:4][C:3]1[N:5]=[C:11]([CH2:12][S:13][C:14]2[CH:19]=[CH:18][CH:17]=[CH:16][CH:15]=2)[O:1][N:2]=1. (5) Given the reactants [C:1]([C@@H:9]1[CH2:13][CH:12]([CH2:14][C:15]2[CH:20]=[CH:19][C:18]([C:21]3[CH:26]=[CH:25][CH:24]=[CH:23][CH:22]=3)=[CH:17][CH:16]=2)[N:11](/[CH:27]=[CH:28]/[C:29]2[CH:34]=[CH:33][CH:32]=[CH:31][CH:30]=2)[C:10]1=[O:35])(=O)C1C=CC=CC=1.[H-].[Na+].C=O, predict the reaction product. The product is: [C:18]1([C:21]2[CH:22]=[CH:23][CH:24]=[CH:25][CH:26]=2)[CH:17]=[CH:16][C:15]([CH2:14][C@H:12]2[N:11](/[CH:27]=[CH:28]/[C:29]3[CH:30]=[CH:31][CH:32]=[CH:33][CH:34]=3)[C:10](=[O:35])[C:9](=[CH2:1])[CH2:13]2)=[CH:20][CH:19]=1. (6) Given the reactants Cl[C:2]1[CH:10]=[CH:9][C:5]([C:6]([OH:8])=[O:7])=[CH:4][C:3]=1[N+:11]([O-])=O.C1(N)CCCC1.[Cl:20][C:21]1[CH:58]=[CH:57][C:24]([C:25]2[C:30]([C:31]3[CH:40]=[CH:39][C:38]4[C:33](=[CH:34][CH:35]=[C:36]([C:41]5[N:45](CC)[C:44]6[CH:48]=[CH:49][C:50](C(O)=O)=C[C:43]=6N=5)[CH:37]=4)[N:32]=3)=[CH:29][C:28]([O:55][CH3:56])=[CH:27][CH:26]=2)=[CH:23][CH:22]=1, predict the reaction product. The product is: [Cl:20][C:21]1[CH:22]=[CH:23][C:24]([C:25]2[C:30]([C:31]3[CH:40]=[CH:39][C:38]4[C:33](=[CH:34][CH:35]=[C:36]([C:41]5[N:45]([CH:44]6[CH2:43][CH2:50][CH2:49][CH2:48]6)[C:2]6[CH:10]=[CH:9][C:5]([C:6]([OH:8])=[O:7])=[CH:4][C:3]=6[N:11]=5)[CH:37]=4)[N:32]=3)=[CH:29][C:28]([O:55][CH3:56])=[CH:27][CH:26]=2)=[CH:57][CH:58]=1. (7) Given the reactants [F:1][C:2]1[CH:3]=[C:4]([CH:7]=[CH:8][C:9]=1[O:10][CH2:11][CH2:12][O:13][CH3:14])[CH:5]=O.C(O)(=O)[CH2:16][C:17]([OH:19])=[O:18], predict the reaction product. The product is: [F:1][C:2]1[CH:3]=[C:4]([CH:5]=[CH:16][C:17]([OH:19])=[O:18])[CH:7]=[CH:8][C:9]=1[O:10][CH2:11][CH2:12][O:13][CH3:14].